This data is from Reaction yield outcomes from USPTO patents with 853,638 reactions. The task is: Predict the reaction yield, written as a fraction of the theoretical maximum amount of product (1.0 means a 100% yield; for example, 0.34 means a 34% yield). (1) The reactants are [O:1]=[S:2]1(=[O:16])[C:8]2[CH:9]=[CH:10][CH:11]=[CH:12][C:7]=2[CH2:6][N:5](C(=O)C)[CH2:4][CH2:3]1.[OH-].[Na+].O. The catalyst is C(O)C. The product is [S:2]1(=[O:16])(=[O:1])[C:8]2[CH:9]=[CH:10][CH:11]=[CH:12][C:7]=2[CH2:6][NH:5][CH2:4][CH2:3]1. The yield is 0.760. (2) The reactants are [CH3:1][CH:2]1[CH2:7][CH2:6][CH2:5][NH:4][CH2:3]1.C(N(C(C)C)CC)(C)C.[ClH:17].[N:18]1(C(=N)N)[CH:22]=[N:21]C=N1.CCOCC. The catalyst is CN(C)C=O. The product is [ClH:17].[CH3:1][CH:2]1[CH2:7][CH2:6][CH2:5][N:4]([C:22](=[NH:18])[NH2:21])[CH2:3]1. The yield is 0.830. (3) The reactants are [CH2:1]([S:3][C:4]1[CH:12]=[CH:11][C:10]([S:13]([CH3:16])(=[O:15])=[O:14])=[CH:9][C:5]=1[C:6]([OH:8])=O)[CH3:2].[F:17][C:18]([F:32])([F:31])[C:19]1[CH:24]=[CH:23][C:22]([N:25]2[CH2:30][CH2:29][NH:28][CH2:27][CH2:26]2)=[CH:21][CH:20]=1. No catalyst specified. The product is [CH2:1]([S:3][C:4]1[CH:12]=[CH:11][C:10]([S:13]([CH3:16])(=[O:15])=[O:14])=[CH:9][C:5]=1[C:6]([N:28]1[CH2:27][CH2:26][N:25]([C:22]2[CH:21]=[CH:20][C:19]([C:18]([F:31])([F:32])[F:17])=[CH:24][CH:23]=2)[CH2:30][CH2:29]1)=[O:8])[CH3:2]. The yield is 0.600. (4) The reactants are [CH2:1]([C@:3]12[CH2:27][CH2:26][C@:25]([C:29]([F:32])([F:31])[F:30])([OH:28])[CH2:24][C@@H:4]1[CH2:5][CH2:6][CH2:7][C:8]1[C:9]2=[CH:10][C:11]2[CH:12]=[N:13][N:14]([C:17]3[CH:22]=[CH:21][C:20]([F:23])=[CH:19][CH:18]=3)[C:15]=2[CH:16]=1)[CH3:2].[H-].[Na+].Br[CH2:36][C:37]([O:39]CC)=O.CO.[NH3:44]. The catalyst is CN(C=O)C. The product is [CH2:1]([C@:3]12[CH2:27][CH2:26][C@@:25]([O:28][CH2:36][C:37]([NH2:44])=[O:39])([C:29]([F:32])([F:31])[F:30])[CH2:24][C@@H:4]1[CH2:5][CH2:6][CH2:7][C:8]1[C:9]2=[CH:10][C:11]2[CH:12]=[N:13][N:14]([C:17]3[CH:18]=[CH:19][C:20]([F:23])=[CH:21][CH:22]=3)[C:15]=2[CH:16]=1)[CH3:2]. The yield is 0.180. (5) The reactants are [NH2:1][C:2]1[C:11]2[C:6](=[C:7](Br)[CH:8]=[CH:9][CH:10]=2)[N:5]=[N:4][C:3]=1[C:13]([NH:15][CH2:16][CH2:17][CH3:18])=[O:14].[CH:19]1[C:28]2[C:23](=[CH:24][CH:25]=[CH:26][CH:27]=2)[CH:22]=[CH:21][C:20]=1B(O)O. No catalyst specified. The product is [NH2:1][C:2]1[C:11]2[C:6](=[C:7]([C:21]3[CH:20]=[CH:19][C:28]4[C:23](=[CH:24][CH:25]=[CH:26][CH:27]=4)[CH:22]=3)[CH:8]=[CH:9][CH:10]=2)[N:5]=[N:4][C:3]=1[C:13]([NH:15][CH2:16][CH2:17][CH3:18])=[O:14]. The yield is 0.869. (6) The reactants are [NH2:1][C:2]1[N:3]=[C:4]([NH:7][C:8]2[CH:13]=[C:12]([F:14])[C:11]([C:15]3[CH:20]=[CH:19][C:18](NS(C)(=O)=O)=[CH:17][CH:16]=3)=[C:10]([C:26]([F:29])([F:28])[F:27])[CH:9]=2)[NH:5][N:6]=1.[CH3:30]S(NC1C=CC(B(O)O)=CC=1)(=O)=O. No catalyst specified. The product is [F:14][C:12]1[C:11]([C:15]2[CH:20]=[CH:19][C:18]([CH3:30])=[CH:17][CH:16]=2)=[C:10]([C:26]([F:27])([F:29])[F:28])[CH:9]=[C:8]([NH:7][C:4]2[NH:5][N:6]=[C:2]([NH2:1])[N:3]=2)[CH:13]=1. The yield is 0.230.